Dataset: Retrosynthesis with 50K atom-mapped reactions and 10 reaction types from USPTO. Task: Predict the reactants needed to synthesize the given product. (1) Given the product CC(C)(Sc1cc(C(C)(C)C)c(O)c(C(C)(C)C)c1)Sc1cc(C(C)(C)C)c(OCCCC(=O)O)c(C(C)(C)C)c1, predict the reactants needed to synthesize it. The reactants are: COC(=O)CCCOc1c(C(C)(C)C)cc(SC(C)(C)Sc2cc(C(C)(C)C)c(O)c(C(C)(C)C)c2)cc1C(C)(C)C. (2) Given the product Clc1cnc(Nc2cccc(C3OCCO3)c2)nc1NC1CC1, predict the reactants needed to synthesize it. The reactants are: O=Cc1cccc(Nc2ncc(Cl)c(NC3CC3)n2)c1.OCCO. (3) Given the product O=C/C=C/c1cc(F)cc(F)c1, predict the reactants needed to synthesize it. The reactants are: OC/C=C/c1cc(F)cc(F)c1. (4) Given the product Cc1ccc(S(=O)(=O)n2cc(/C=C/c3cccnc3)c3ccccc32)cc1, predict the reactants needed to synthesize it. The reactants are: Cc1ccc(S(=O)(=O)n2cc(C=O)c3ccccc32)cc1.c1ccc([P+](Cc2cccnc2)(c2ccccc2)c2ccccc2)cc1. (5) The reactants are: CCOC(=O)/C(C)=C/[C@H](C(C)C)N(C)C(=O)[C@@H](N)C(C)(C)C.CN[C@H](C(=O)O)C(C)(C)c1cccs1. Given the product CCOC(=O)/C(C)=C/[C@H](C(C)C)N(C)C(=O)[C@@H](NC(=O)[C@@H](NC)C(C)(C)c1cccs1)C(C)(C)C, predict the reactants needed to synthesize it.